Dataset: Catalyst prediction with 721,799 reactions and 888 catalyst types from USPTO. Task: Predict which catalyst facilitates the given reaction. Reactant: [Cl:1][C:2]1[CH:3]=[C:4]([C@H:8]([OH:22])[C@@H:9]2[CH2:14][CH2:13][CH2:12][N:11]([C:15]([O:17][C:18]([CH3:21])([CH3:20])[CH3:19])=[O:16])[CH2:10]2)[CH:5]=[CH:6][CH:7]=1.[H-].[Na+].Br[CH2:26][C:27]([O:31][CH3:32])([O:29][CH3:30])[CH3:28]. Product: [Cl:1][C:2]1[CH:3]=[C:4]([C@H:8]([O:22][CH2:26][C:27]([O:31][CH3:32])([O:29][CH3:30])[CH3:28])[C@@H:9]2[CH2:14][CH2:13][CH2:12][N:11]([C:15]([O:17][C:18]([CH3:19])([CH3:21])[CH3:20])=[O:16])[CH2:10]2)[CH:5]=[CH:6][CH:7]=1. The catalyst class is: 1.